From a dataset of Full USPTO retrosynthesis dataset with 1.9M reactions from patents (1976-2016). Predict the reactants needed to synthesize the given product. (1) Given the product [CH2:6]([O:8][C:9]1[CH:14]=[C:13]([CH:15]=[O:16])[CH:12]=[C:11]([O:20][CH2:21][CH3:22])[C:10]=1[C:23]1[CH:24]=[CH:25][C:26]([F:29])=[CH:27][CH:28]=1)[CH3:7], predict the reactants needed to synthesize it. The reactants are: C1COCC1.[CH2:6]([O:8][C:9]1[CH:14]=[C:13]([C:15](OCC)=[O:16])[CH:12]=[C:11]([O:20][CH2:21][CH3:22])[C:10]=1[C:23]1[CH:28]=[CH:27][C:26]([F:29])=[CH:25][CH:24]=1)[CH3:7].[H-].[Al+3].[Li+].[H-].[H-].[H-].[OH-].[Na+]. (2) The reactants are: [F:1][C:2]1[CH:11]=[C:10]([F:12])[CH:9]=[C:8]2[C:3]=1[CH:4]([O:13][C:14]1[C:22]3[N:21]=[C:20]([CH3:23])[N:19](S(C4C=CC(C)=CC=4)(=O)=O)[C:18]=3[CH:17]=[C:16]([C:34]([N:36]([CH3:38])[CH3:37])=[O:35])[CH:15]=1)[CH2:5][CH2:6][O:7]2.[OH-].[Na+]. Given the product [F:1][C:2]1[CH:11]=[C:10]([F:12])[CH:9]=[C:8]2[C:3]=1[CH:4]([O:13][C:14]1[C:22]3[N:21]=[C:20]([CH3:23])[NH:19][C:18]=3[CH:17]=[C:16]([C:34]([N:36]([CH3:37])[CH3:38])=[O:35])[CH:15]=1)[CH2:5][CH2:6][O:7]2, predict the reactants needed to synthesize it.